Dataset: Full USPTO retrosynthesis dataset with 1.9M reactions from patents (1976-2016). Task: Predict the reactants needed to synthesize the given product. (1) The reactants are: [N+:1]([O-:4])(O)=[O:2].[CH:5]1([C:11]2[CH:16]=[CH:15][C:14]([C:17](=[O:19])[CH3:18])=[CH:13][CH:12]=2)[CH2:10][CH2:9][CH2:8][CH2:7][CH2:6]1. Given the product [CH:5]1([C:11]2[CH:12]=[CH:13][C:14]([C:17](=[O:19])[CH3:18])=[CH:15][C:16]=2[N+:1]([O-:4])=[O:2])[CH2:6][CH2:7][CH2:8][CH2:9][CH2:10]1, predict the reactants needed to synthesize it. (2) Given the product [CH2:17]([O:16][C:11](=[O:15])[C:12](=[O:13])[CH2:14][N:1]1[C:10]2[C:5](=[CH:6][CH:7]=[CH:8][CH:9]=2)[CH2:4][CH2:3][CH2:2]1)[CH3:18], predict the reactants needed to synthesize it. The reactants are: [NH:1]1[C:10]2[C:5](=[CH:6][CH:7]=[CH:8][CH:9]=2)[CH2:4][CH2:3][CH2:2]1.[C:11]([O:16][CH2:17][CH2:18]Br)(=[O:15])[C:12]([CH3:14])=[O:13].